Dataset: Reaction yield outcomes from USPTO patents with 853,638 reactions. Task: Predict the reaction yield, written as a fraction of the theoretical maximum amount of product (1.0 means a 100% yield; for example, 0.34 means a 34% yield). (1) The reactants are [H-].[Na+].[CH2:3]([OH:15])[CH2:4][O:5][CH2:6][CH2:7][O:8][CH2:9][CH2:10][O:11][CH2:12][CH2:13][OH:14].ClC[C:18]1[CH:23]=[CH:22][C:21]([CH:24]=[CH2:25])=[CH:20][CH:19]=1.[Cl-].[NH4+].[CH2:28](OCC)C. The catalyst is C1COCC1. The product is [C:21]1([C:24](=[CH2:25])[CH2:28][O:14][CH2:13][CH2:12][O:11][CH2:10][CH2:9][O:8][CH2:7][CH2:6][O:5][CH2:4][CH2:3][OH:15])[CH:20]=[CH:19][CH:18]=[CH:23][CH:22]=1. The yield is 0.760. (2) The reactants are C(O)(C(F)(F)F)=O.[CH2:8]([O:28][CH:29]([CH2:43][CH3:44])[C:30]([NH:32][CH2:33][CH2:34][NH:35]C(=O)OC(C)(C)C)=[O:31])[CH2:9][CH2:10][CH2:11]/[CH:12]=[CH:13]\[CH2:14]/[CH:15]=[CH:16]\[CH2:17]/[CH:18]=[CH:19]\[CH2:20]/[CH:21]=[CH:22]\[CH2:23]/[CH:24]=[CH:25]\[CH2:26][CH3:27]. The catalyst is C(Cl)Cl. The product is [NH2:35][CH2:34][CH2:33][NH:32][C:30](=[O:31])[CH:29]([O:28][CH2:8][CH2:9][CH2:10][CH2:11]/[CH:12]=[CH:13]\[CH2:14]/[CH:15]=[CH:16]\[CH2:17]/[CH:18]=[CH:19]\[CH2:20]/[CH:21]=[CH:22]\[CH2:23]/[CH:24]=[CH:25]\[CH2:26][CH3:27])[CH2:43][CH3:44]. The yield is 0.900. (3) The reactants are C([Sn](CCCC)(CCCC)C1[N:7]=[CH:8][N:9]([C:11]2[CH:16]=[C:15]([C:17]([F:20])([F:19])[F:18])[CH:14]=[C:13]([C:21]3[CH:26]=[CH:25][C:24]([C:27]([F:30])([F:29])[F:28])=[CH:23][CH:22]=3)[N:12]=2)[CH:10]=1)CCC.BrC1C=C([CH2:46][S:47](CC2C=CC=C(Br)C=2)(=[O:49])=[O:48])C=CC=1.CCCCCCC.[C:65]1([CH3:71])[CH:70]=[CH:69][CH:68]=[CH:67][CH:66]=1. No catalyst specified. The product is [CH3:46][S:47]([C:67]1[CH:66]=[C:65]([C:71]2[N:7]=[CH:8][N:9]([C:11]3[CH:16]=[C:15]([C:17]([F:20])([F:19])[F:18])[CH:14]=[C:13]([C:21]4[CH:26]=[CH:25][C:24]([C:27]([F:30])([F:29])[F:28])=[CH:23][CH:22]=4)[N:12]=3)[CH:10]=2)[CH:70]=[CH:69][CH:68]=1)(=[O:49])=[O:48]. The yield is 0.290. (4) The reactants are [CH3:1][C:2]([CH3:14])([CH3:13])[C:3]#[C:4][C:5]1[S:9][C:8]([C:10]([OH:12])=[O:11])=[CH:7][CH:6]=1.[Li]CCCC.[I:20]I. The catalyst is C1COCC1. The product is [CH3:1][C:2]([CH3:14])([CH3:13])[C:3]#[C:4][C:5]1[S:9][C:8]([C:10]([OH:12])=[O:11])=[C:7]([I:20])[CH:6]=1. The yield is 0.650. (5) The reactants are [CH3:1][O:2][C:3]([C:5]1[S:9][C:8]2[CH:10]=[C:11]([C:14]([OH:16])=O)[CH:12]=[CH:13][C:7]=2[C:6]=1[O:17][CH2:18][C:19]([O:21][CH3:22])=[O:20])=[O:4].[CH2:23]([NH2:30])[C:24]1[CH:29]=[CH:28][CH:27]=[CH:26][CH:25]=1.Cl.CN(C)CCCN=C=NCC. The catalyst is CN(C)C1C=CN=CC=1.CN(C)C=O.C(OCC)(=O)C. The product is [CH3:1][O:2][C:3]([C:5]1[S:9][C:8]2[CH:10]=[C:11]([C:14](=[O:16])[NH:30][CH2:23][C:24]3[CH:29]=[CH:28][CH:27]=[CH:26][CH:25]=3)[CH:12]=[CH:13][C:7]=2[C:6]=1[O:17][CH2:18][C:19]([O:21][CH3:22])=[O:20])=[O:4]. The yield is 0.630. (6) The reactants are [NH:1]1[CH2:6][CH2:5][CH:4]([O:7][NH:8][C:9]([C:11]2[O:19][C:18]3[CH:17]=[CH:16][N:15]=[CH:14][C:13]=3[C:12]=2[NH:20][C:21]2[CH:26]=[CH:25][C:24]([I:27])=[CH:23][C:22]=2[F:28])=[O:10])[CH2:3][CH2:2]1.[C:29]1(C)C=CC(S(O)(=O)=O)=CC=1.[NH+]1C=CC=CC=1.C=O.C([BH3-])#N.[Na+]. The catalyst is CO. The product is [CH3:29][N:1]1[CH2:6][CH2:5][CH:4]([O:7][NH:8][C:9]([C:11]2[O:19][C:18]3[CH:17]=[CH:16][N:15]=[CH:14][C:13]=3[C:12]=2[NH:20][C:21]2[CH:26]=[CH:25][C:24]([I:27])=[CH:23][C:22]=2[F:28])=[O:10])[CH2:3][CH2:2]1. The yield is 0.610. (7) The reactants are [C:1]([O:5][C:6](=[O:20])[C@@H:7]([N:9]1[C:17](=[O:18])[C:16]2[C:11](=[CH:12][CH:13]=[CH:14][CH:15]=2)[C:10]1=[O:19])[CH3:8])([CH3:4])([CH3:3])[CH3:2].[BH4-].[Na+]. The catalyst is C1COCC1.CO. The product is [C:1]([O:5][C:6](=[O:20])[C@@H:7]([N:9]1[C:10](=[O:19])[C:11]2[C:16](=[CH:15][CH:14]=[CH:13][CH:12]=2)[CH:17]1[OH:18])[CH3:8])([CH3:2])([CH3:3])[CH3:4]. The yield is 0.660. (8) The reactants are [CH3:1][O:2][C:3]([C:5]1[S:6][C:7]([Br:27])=[CH:8][C:9]=1[N:10]([C:18]([C@H:20]1[CH2:25][CH2:24][C@H:23]([CH3:26])[CH2:22][CH2:21]1)=[O:19])[CH:11]1[CH2:16][CH2:15][C:14](=[O:17])[CH2:13][CH2:12]1)=[O:4].[BH4-].[Na+].CCCCCC.CCOC(C)=O.Cl. The catalyst is CO. The product is [CH3:1][O:2][C:3]([C:5]1[S:6][C:7]([Br:27])=[CH:8][C:9]=1[N:10]([C@H:11]1[CH2:12][CH2:13][C@H:14]([OH:17])[CH2:15][CH2:16]1)[C:18]([C@H:20]1[CH2:21][CH2:22][C@H:23]([CH3:26])[CH2:24][CH2:25]1)=[O:19])=[O:4]. The yield is 0.770.